From a dataset of Antibody paratope prediction from SAbDab with 1,023 antibody chains. Token-level Classification. Given an antibody amino acid sequence, predict which amino acid positions are active in antigen binding. Output is a list of indices for active paratope positions. (1) Given the antibody sequence: EVQLVESGGGLVKPGGSLRLSCAASGFTFSNAWFNWVRQAPGKGLEWVGRIKTNTDGGTTDYAAPVKGRFTISRDDSKNTLYLQMNSLKTEDTAVYYCTTGEPLVNHITILDYWGQGTLVTVSS, which amino acid positions are active in antigen binding (paratope)? The paratope positions are: [52, 53, 54, 85, 86, 87, 106, 107, 108, 109, 110]. (2) Given the antibody sequence: VQLQESGPSLVKPSQTLSLTCSVTGDSVTSDIWSWIRKFPGNKLEYMGYISYSGSTYYHPSLKSRISITRDTSKNQYYLQLNSVTTEDTATYYCASWGGDVWGAGTTVTVSS, which amino acid positions are active in antigen binding (paratope)? The paratope positions are: [51, 81, 82, 83]. (3) Given the antibody sequence: QMQLVESGGGVVQPGRSLRLSCAASGFTFRTYGMHWVRQAPGKGLEWVAVIWYDGSNKHYADSVKGRFTITRDNSKNTLNLQMNSLRAEDTAVYYCARAPQWELVHEAFDIWGQGTMVTVSS, which amino acid positions are active in antigen binding (paratope)? The paratope positions are: [52, 83, 84, 85, 104, 105, 106, 107, 108]. (4) Given the antibody sequence: DIVMTQSPSSVSASVGDRVTITCRASQNIRDYLNWYQHKPGGSPRLLIYAASTLQTGVPSRFSGSGSGNLFTLTITNLQPEDFATYYCQENYNTIPSLSFGQGTKVDIR, which amino acid positions are active in antigen binding (paratope)? The paratope positions are: [95, 96]. (5) Given the antibody sequence: DIVLTQSPASLAVSLGQRATISCKASQGVDFDGASFMNWYQQKPGQPPKLLIFAASTLESGIPARFSGRGSGTDFTLNIHPVEEEDAATYYCQQSHEDPLTFGAGTKLELK, which amino acid positions are active in antigen binding (paratope)? The paratope positions are: [30, 31, 32, 33]. (6) Given the antibody sequence: QVQLQQSGAELVKPGASVKLSCTPSGFNIKDIYMQWVKQRPEQGLEWIGRIDPANDKTKYDPKFQGKATITADTSSNTAYLQLSSLTSEDTAVYYCASEGHYGYDGYAMDYWGQGTTVTVSS, which amino acid positions are active in antigen binding (paratope)? The paratope positions are: [52, 83, 84, 85, 104, 105, 106, 107, 108]. (7) Given the antibody sequence: QVQLVQSGAEVKKPGSSVKVSCKTSGDTFSTYAISWVRQAPGQGLEWMGGIIPIFGKAHYAQKFQGRVTITADESTSTAYMELSSLRSEDTAVYFCARKFHFVSGSPFGMDVWGQGTTVTVSS, which amino acid positions are active in antigen binding (paratope)? The paratope positions are: [52, 83, 84, 85, 104, 105, 106, 107, 108, 109].